Predict the reactants needed to synthesize the given product. From a dataset of Full USPTO retrosynthesis dataset with 1.9M reactions from patents (1976-2016). Given the product [CH2:29]([N:22]([CH:23]([CH:25]1[CH2:26][CH2:27][CH2:28]1)[CH3:24])[C:20](=[O:21])[CH2:19][N:18]1[C:13](=[O:15])[C:4]2([C:12]3[C:7](=[CH:8][CH:9]=[CH:10][CH:11]=3)[CH2:6][CH2:5]2)[NH:1][C:2]1=[S:3])[C:30]1[CH:35]=[CH:34][CH:33]=[CH:32][CH:31]=1, predict the reactants needed to synthesize it. The reactants are: [N:1]([C:4]1([C:13]([O:15]CC)=O)[C:12]2[C:7](=[CH:8][CH:9]=[CH:10][CH:11]=2)[CH2:6][CH2:5]1)=[C:2]=[S:3].[NH2:18][CH2:19][C:20]([N:22]([CH2:29][C:30]1[CH:35]=[CH:34][CH:33]=[CH:32][CH:31]=1)[CH:23]([CH:25]1[CH2:28][CH2:27][CH2:26]1)[CH3:24])=[O:21].CCN(CC)CC.